Regression. Given a peptide amino acid sequence and an MHC pseudo amino acid sequence, predict their binding affinity value. This is MHC class I binding data. From a dataset of Peptide-MHC class I binding affinity with 185,985 pairs from IEDB/IMGT. (1) The peptide sequence is FSNCRTLLSRV. The MHC is Mamu-A02 with pseudo-sequence Mamu-A02. The binding affinity (normalized) is 0.827. (2) The MHC is HLA-A02:06 with pseudo-sequence HLA-A02:06. The binding affinity (normalized) is 0.380. The peptide sequence is WISFAISCFL. (3) The peptide sequence is ALYEENALK. The MHC is HLA-A02:01 with pseudo-sequence HLA-A02:01. The binding affinity (normalized) is 0.0847. (4) The peptide sequence is SLLLLYQTF. The MHC is Patr-A0701 with pseudo-sequence Patr-A0701. The binding affinity (normalized) is 0.327. (5) The peptide sequence is PLVQQEDDK. The MHC is HLA-A69:01 with pseudo-sequence HLA-A69:01. The binding affinity (normalized) is 0.0847. (6) The binding affinity (normalized) is 0.0847. The peptide sequence is LAYLAGWII. The MHC is HLA-B39:01 with pseudo-sequence HLA-B39:01.